From a dataset of Reaction yield outcomes from USPTO patents with 853,638 reactions. Predict the reaction yield, written as a fraction of the theoretical maximum amount of product (1.0 means a 100% yield; for example, 0.34 means a 34% yield). (1) The reactants are [F:1][CH2:2][CH:3]1[CH2:8][N:7]([C:9]2[CH:10]=[N:11][C:12]([N+:15]([O-])=O)=[CH:13][CH:14]=2)[CH2:6][CH2:5][N:4]1[CH3:18].Br[C:20]1[C:21](=[O:28])[N:22]([CH3:27])[CH:23]=[C:24]([Br:26])[CH:25]=1.C(=O)([O-])[O-].[Cs+].[Cs+].CC1(C)C2C(=C(P(C3C=CC=CC=3)C3C=CC=CC=3)C=CC=2)OC2C(P(C3C=CC=CC=3)C3C=CC=CC=3)=CC=CC1=2. The catalyst is C1C=CC(/C=C/C(/C=C/C2C=CC=CC=2)=O)=CC=1.C1C=CC(/C=C/C(/C=C/C2C=CC=CC=2)=O)=CC=1.C1C=CC(/C=C/C(/C=C/C2C=CC=CC=2)=O)=CC=1.[Pd].[Pd].O1CCOCC1. The product is [Br:26][C:24]1[CH:25]=[C:20]([NH:15][C:12]2[CH:13]=[CH:14][C:9]([N:7]3[CH2:6][CH2:5][N:4]([CH3:18])[CH:3]([CH2:2][F:1])[CH2:8]3)=[CH:10][N:11]=2)[C:21](=[O:28])[N:22]([CH3:27])[CH:23]=1. The yield is 0.500. (2) The reactants are [CH:1]([CH:4]1[N:9]([C:10]2[N:15]=[C:14]([C:16]([F:19])([F:18])[F:17])[C:13]([C:20](O)=[O:21])=[CH:12][N:11]=2)[CH2:8][CH2:7][N:6]2[C:23]3[CH:29]=[C:28]([S:30]([CH3:33])(=[O:32])=[O:31])[CH:27]=[CH:26][C:24]=3[N:25]=[C:5]12)([CH3:3])[CH3:2].C[N:35](C(ON1N=NC2C=CC=NC1=2)=[N+](C)C)C.F[P-](F)(F)(F)(F)F.CCN(CC)CC. The catalyst is CN(C=O)C.O. The product is [CH:1]([CH:4]1[N:9]([C:10]2[N:15]=[C:14]([C:16]([F:17])([F:19])[F:18])[C:13]([C:20]([NH2:35])=[O:21])=[CH:12][N:11]=2)[CH2:8][CH2:7][N:6]2[C:23]3[CH:29]=[C:28]([S:30]([CH3:33])(=[O:32])=[O:31])[CH:27]=[CH:26][C:24]=3[N:25]=[C:5]12)([CH3:2])[CH3:3]. The yield is 0.270. (3) The reactants are [Cl:1][C:2]1[CH:11]=[CH:10][C:5]([C:6]([O:8][CH3:9])=[O:7])=[C:4]([NH:12][CH2:13][CH2:14][CH2:15][OH:16])[C:3]=1[NH:17][C:18](=S)[NH:19][C:20]1[CH:21]=[N:22][C:23]([N:27]([CH3:29])[CH3:28])=[CH:24][C:25]=1[CH3:26].Cl.C(N=C=NCCCN(C)C)C.C(N(CC)CC)C. The catalyst is O1CCCC1.C(=O)([O-])O.[Na+]. The product is [Cl:1][C:2]1[C:3]2[N:17]=[C:18]([NH:19][C:20]3[CH:21]=[N:22][C:23]([N:27]([CH3:29])[CH3:28])=[CH:24][C:25]=3[CH3:26])[N:12]([CH2:13][CH2:14][CH2:15][OH:16])[C:4]=2[C:5]([C:6]([O:8][CH3:9])=[O:7])=[CH:10][CH:11]=1. The yield is 0.340. (4) The product is [CH2:25]([O:32][NH:33][C:21]([C:2]1([CH3:1])[O:7][CH2:6][CH:5]([CH2:8][C:9]2[N:10]=[C:11]([C:15]3[CH:20]=[CH:19][CH:18]=[CH:17][CH:16]=3)[O:12][C:13]=2[CH3:14])[CH2:4][O:3]1)=[O:22])[C:26]1[CH:31]=[CH:30][CH:29]=[CH:28][CH:27]=1. The reactants are [CH3:1][C:2]1([C:21](O)=[O:22])[O:7][CH2:6][CH:5]([CH2:8][C:9]2[N:10]=[C:11]([C:15]3[CH:20]=[CH:19][CH:18]=[CH:17][CH:16]=3)[O:12][C:13]=2[CH3:14])[CH2:4][O:3]1.Cl.[CH2:25]([O:32][NH2:33])[C:26]1[CH:31]=[CH:30][CH:29]=[CH:28][CH:27]=1.C1C=CC2N(O)N=NC=2C=1.CCN=C=NCCCN(C)C.C(N1CCOCC1)C. The yield is 0.860. The catalyst is CN(C=O)C. (5) No catalyst specified. The reactants are [CH:1]1([CH:7]([C:18]2[CH:22]=[C:21]([C:23]3[CH:28]=[CH:27][C:26]([Cl:29])=[CH:25][C:24]=3[Cl:30])[O:20][C:19]=2[CH3:31])[O:8][C:9]2[CH:17]=[CH:16][C:12]([C:13](O)=[O:14])=[CH:11][CH:10]=2)[CH2:6][CH2:5][CH2:4][CH2:3][CH2:2]1.[CH3:32][NH:33][CH2:34][CH2:35][C:36]([O:38]CC)=[O:37]. The product is [CH:1]1([CH:7]([C:18]2[CH:22]=[C:21]([C:23]3[CH:28]=[CH:27][C:26]([Cl:29])=[CH:25][C:24]=3[Cl:30])[O:20][C:19]=2[CH3:31])[O:8][C:9]2[CH:17]=[CH:16][C:12]([C:13]([N:33]([CH3:32])[CH2:34][CH2:35][C:36]([OH:38])=[O:37])=[O:14])=[CH:11][CH:10]=2)[CH2:6][CH2:5][CH2:4][CH2:3][CH2:2]1. The yield is 0.980. (6) The reactants are [Cl:1][C:2]1[CH:8]=[CH:7][CH:6]=[C:5]([N+:9]([O-])=O)[C:3]=1[NH2:4].[OH-].[Na+].[CH2:14]([O:16][C:17](OCC)(OCC)OCC)[CH3:15]. The catalyst is C(O)C. The product is [Cl:1][C:2]1[C:3]2[NH:4][C:17]([O:16][CH2:14][CH3:15])=[N:9][C:5]=2[CH:6]=[CH:7][CH:8]=1. The yield is 0.350. (7) The yield is 0.320. No catalyst specified. The product is [CH:51]([OH:52])=[O:84].[C:1]([C:5]1[CH:9]=[C:8]([NH:10][C:11]([NH:13][C@@H:14]2[C:23]3[C:18](=[CH:19][CH:20]=[CH:21][CH:22]=3)[C@H:17]([O:24][C:25]3[CH:26]=[CH:27][C:28]4[N:29]([C:31]([N:34]5[CH2:39][CH2:38][CH2:37][CH2:36][C@@H:35]5[CH3:40])=[N:32][N:33]=4)[CH:30]=3)[CH2:16][CH2:15]2)=[O:12])[N:7]([C:41]2[C:42]([CH2:51][OH:52])=[N:43][N:44]([CH2:46][CH2:47][N:48]([CH3:50])[CH3:49])[CH:45]=2)[N:6]=1)([CH3:2])([CH3:3])[CH3:4]. The reactants are [C:1]([C:5]1[CH:9]=[C:8]([NH:10][C:11]([NH:13][C@@H:14]2[C:23]3[C:18](=[CH:19][CH:20]=[CH:21][CH:22]=3)[C@H:17]([O:24][C:25]3[CH:26]=[CH:27][C:28]4[N:29]([C:31]([N:34]5[CH2:39][CH2:38][CH2:37][CH2:36][C@@H:35]5[CH3:40])=[N:32][N:33]=4)[CH:30]=3)[CH2:16][CH2:15]2)=[O:12])[N:7]([C:41]2[C:42]([CH2:51][O:52][Si](C(C)C)(C(C)C)C(C)C)=[N:43][N:44]([CH2:46][CH2:47][N:48]([CH3:50])[CH3:49])[CH:45]=2)[N:6]=1)([CH3:4])([CH3:3])[CH3:2].[F-].C([N+](CCCC)(CCCC)CCCC)CCC.C1C[O:84]CC1. (8) The reactants are S(=O)(=O)(O)O.[N+:6]([O-:9])(O)=[O:7].[CH3:10][C:11]1[NH:12][C:13]([CH3:18])=[CH:14][C:15](=[O:17])[CH:16]=1.[OH-].[Na+].N. The catalyst is C(O)=O. The product is [CH3:10][C:11]1[NH:12][C:13]([CH3:18])=[CH:14][C:15](=[O:17])[C:16]=1[N+:6]([O-:9])=[O:7]. The yield is 0.158. (9) The reactants are [I:1][C:2]1[CH:3]=[C:4]2[O:8][C:7]([C:9]3[CH:14]=[CH:13][CH:12]=[CH:11][CH:10]=3)=[N:6][C:5]2=[C:15]([C:17]([OH:19])=O)[CH:16]=1.Cl.C(N=C=NCCCN(C)C)C.ON1C2C=CC=CC=2N=N1.Cl.Cl.[NH2:44][CH:45]1[CH2:52][CH:51]2[N:53]([CH3:54])[CH:47]([CH2:48][CH2:49][CH2:50]2)[CH2:46]1.C(N(CC)CC)C. The catalyst is CN(C=O)C.C(OCC)C. The product is [CH3:54][N:53]1[CH:47]2[CH2:48][CH2:49][CH2:50][CH:51]1[CH2:52][CH:45]([NH:44][C:17]([C:15]1[CH:16]=[C:2]([I:1])[CH:3]=[C:4]3[O:8][C:7]([C:9]4[CH:10]=[CH:11][CH:12]=[CH:13][CH:14]=4)=[N:6][C:5]=13)=[O:19])[CH2:46]2. The yield is 0.630.